Task: Predict the reactants needed to synthesize the given product.. Dataset: Full USPTO retrosynthesis dataset with 1.9M reactions from patents (1976-2016) (1) Given the product [ClH:16].[CH3:1][S:2]([C:5]1[CH:6]=[CH:7][C:8]([CH2:11][NH2:12])=[N:9][CH:10]=1)(=[O:4])=[O:3], predict the reactants needed to synthesize it. The reactants are: [CH3:1][S:2]([C:5]1[CH:6]=[CH:7][C:8]([C:11]#[N:12])=[N:9][CH:10]=1)(=[O:4])=[O:3].C(O)C.[ClH:16]. (2) The reactants are: S(=O)(=O)(O)O.[CH3:6][C:7]1[C:12]([CH3:13])=[CH:11][C:10]([CH3:14])=[CH:9][N+:8]=1[O-:15].[N+:16]([O-])([OH:18])=[O:17].C(=O)([O-])O.[NH4+]. Given the product [CH3:6][C:7]1[C:12]([CH3:13])=[C:11]([N+:16]([O-:18])=[O:17])[C:10]([CH3:14])=[CH:9][N+:8]=1[O-:15], predict the reactants needed to synthesize it. (3) Given the product [F:3][C:4]1[CH:11]=[CH:10][C:7](/[CH:8]=[C:13]2/[C:12](=[O:17])[CH2:16][CH2:15][CH2:14]/2)=[CH:6][CH:5]=1, predict the reactants needed to synthesize it. The reactants are: [OH-].[K+].[F:3][C:4]1[CH:11]=[CH:10][C:7]([CH:8]=O)=[CH:6][CH:5]=1.[C:12]1(=[O:17])[CH2:16][CH2:15][CH2:14][CH2:13]1.Cl. (4) Given the product [F:14][C:11]1[CH:12]=[CH:13][C:8]([C:3]2[CH:4]=[CH:5][CH:6]=[CH:7][C:2]=2[C:20]2[CH:21]=[CH:22][C:17]([S:16][CH3:15])=[CH:18][CH:19]=2)=[CH:9][CH:10]=1, predict the reactants needed to synthesize it. The reactants are: Br[C:2]1[CH:7]=[CH:6][CH:5]=[CH:4][C:3]=1[C:8]1[CH:13]=[CH:12][C:11]([F:14])=[CH:10][CH:9]=1.[CH3:15][S:16][C:17]1[CH:22]=[CH:21][C:20](B(O)O)=[CH:19][CH:18]=1. (5) Given the product [C:13]1([CH:6]([C:7]2[CH:12]=[CH:11][CH:10]=[CH:9][CH:8]=2)[N:4]2[CH2:5][CH:2]([NH:1][CH2:24][C:23]3[CH:26]=[CH:27][CH:28]=[CH:29][C:22]=3[N+:19]([O-:21])=[O:20])[CH2:3]2)[CH:18]=[CH:17][CH:16]=[CH:15][CH:14]=1, predict the reactants needed to synthesize it. The reactants are: [NH2:1][CH:2]1[CH2:5][N:4]([CH:6]([C:13]2[CH:18]=[CH:17][CH:16]=[CH:15][CH:14]=2)[C:7]2[CH:12]=[CH:11][CH:10]=[CH:9][CH:8]=2)[CH2:3]1.[N+:19]([C:22]1[CH:29]=[CH:28][CH:27]=[CH:26][C:23]=1[CH:24]=O)([O-:21])=[O:20].[BH4-].[Na+].